This data is from TCR-epitope binding with 47,182 pairs between 192 epitopes and 23,139 TCRs. The task is: Binary Classification. Given a T-cell receptor sequence (or CDR3 region) and an epitope sequence, predict whether binding occurs between them. (1) The epitope is KLVALGINAV. The TCR CDR3 sequence is CASSLVQGTYEQYF. Result: 0 (the TCR does not bind to the epitope). (2) The epitope is DRFYKTLRAEQASQEV. The TCR CDR3 sequence is CASSVGASGLTEQYF. Result: 1 (the TCR binds to the epitope). (3) The epitope is KLNVGDYFV. The TCR CDR3 sequence is CASSLLAGGSEQYF. Result: 0 (the TCR does not bind to the epitope). (4) The epitope is TAFTIPSI. The TCR CDR3 sequence is CASSFGQLTGELFF. Result: 0 (the TCR does not bind to the epitope). (5) The epitope is KLGGALQAK. The TCR CDR3 sequence is CASSEYGAPYEQYF. Result: 1 (the TCR binds to the epitope).